From a dataset of Reaction yield outcomes from USPTO patents with 853,638 reactions. Predict the reaction yield, written as a fraction of the theoretical maximum amount of product (1.0 means a 100% yield; for example, 0.34 means a 34% yield). (1) The reactants are [N+:1]([C:4]1[C:5]([NH:13][C@H:14]2[CH2:19][CH2:18][C@H:17]([NH2:20])[CH2:16][CH2:15]2)=[C:6]2[S:12][CH:11]=[CH:10][C:7]2=[N:8][CH:9]=1)([O-:3])=[O:2].C(N(CC)C(C)C)(C)C.CN(C)C=O.FC(F)(F)S(O[CH2:41][C:42]([F:45])([F:44])[F:43])(=O)=O. The catalyst is C(Cl)Cl.O. The product is [N+:1]([C:4]1[C:5]([NH:13][C@H:14]2[CH2:19][CH2:18][C@H:17]([NH:20][CH2:41][C:42]([F:45])([F:44])[F:43])[CH2:16][CH2:15]2)=[C:6]2[S:12][CH:11]=[CH:10][C:7]2=[N:8][CH:9]=1)([O-:3])=[O:2]. The yield is 0.220. (2) The reactants are [H-].[Na+].[Cl:3][C:4]1[CH:5]=[C:6]([C:10]2[O:14][N:13]=[C:12]([NH:15][CH3:16])[N:11]=2)[CH:7]=[CH:8][CH:9]=1.Cl[CH2:18][C:19]1[N:20]([CH3:30])[C:21]([C:24]2[CH:29]=[CH:28][N:27]=[CH:26][CH:25]=2)=[N:22][N:23]=1.[NH4+].[Cl-]. The catalyst is CN(C=O)C. The product is [Cl:3][C:4]1[CH:5]=[C:6]([C:10]2[O:14][N:13]=[C:12]([N:15]([CH3:16])[CH2:18][C:19]3[N:20]([CH3:30])[C:21]([C:24]4[CH:29]=[CH:28][N:27]=[CH:26][CH:25]=4)=[N:22][N:23]=3)[N:11]=2)[CH:7]=[CH:8][CH:9]=1. The yield is 0.540. (3) The reactants are [CH2:1]([O:3][C:4]1[C:5]([O:19][CH2:20][C:21]2[CH:26]=[CH:25][C:24]([O:27][CH3:28])=[CH:23][CH:22]=2)=[N:6][CH:7]=[C:8](B2OC(C)(C)C(C)(C)O2)[CH:9]=1)[CH3:2].Br[C:30]1[CH:35]=[CH:34][C:33]([CH2:36][C:37]([NH:39][C:40]2[CH:45]=[CH:44][C:43]([CH2:46][N:47]([CH3:49])[CH3:48])=[C:42]([C:50]([F:53])([F:52])[F:51])[CH:41]=2)=[O:38])=[C:32]([F:54])[CH:31]=1.C([O-])([O-])=O.[Cs+].[Cs+]. The catalyst is O1CCOCC1.O.C1C=CC(P(C2C=CC=CC=2)[C-]2C=CC=C2)=CC=1.C1C=CC(P(C2C=CC=CC=2)[C-]2C=CC=C2)=CC=1.Cl[Pd]Cl.[Fe+2]. The product is [CH3:48][N:47]([CH2:46][C:43]1[CH:44]=[CH:45][C:40]([NH:39][C:37](=[O:38])[CH2:36][C:33]2[CH:34]=[CH:35][C:30]([C:8]3[CH:7]=[N:6][C:5]([O:19][CH2:20][C:21]4[CH:22]=[CH:23][C:24]([O:27][CH3:28])=[CH:25][CH:26]=4)=[C:4]([O:3][CH2:1][CH3:2])[CH:9]=3)=[CH:31][C:32]=2[F:54])=[CH:41][C:42]=1[C:50]([F:51])([F:52])[F:53])[CH3:49]. The yield is 0.800. (4) The reactants are CC([N:5]([C:9]1SC=[C:12]([CH2:14]Br)[N:13]=1)C(=O)[O-])(C)C.[H-].[Na+].Br.Br[CH2:20][C:21]1[C:26]([OH:27])=[CH:25][CH:24]=[CH:23][N:22]=1.Br[CH2:29][C:30]1C(O)=CC=C[N:31]=1.CN(C=[O:41])C. No catalyst specified. The product is [OH:27][C:26]1[C:21]([CH2:20][N:31]2[CH:30]=[CH:29][C:9]([NH:13][C:12](=[O:41])[CH3:14])=[N:5]2)=[N:22][CH:23]=[CH:24][CH:25]=1. The yield is 0.130. (5) The reactants are [OH:1][C:2]1[CH:15]=[CH:14][C:5]2[C@H:6]([CH2:9][C:10]([O:12][CH3:13])=[O:11])[CH2:7][O:8][C:4]=2[CH:3]=1.[CH2:16]([S:18][CH2:19][CH2:20][O:21][C:22]1[CH:27]=[C:26]([CH3:28])[C:25]([C:29]2[CH:34]=[CH:33][CH:32]=[C:31]([CH2:35]O)[CH:30]=2)=[C:24]([CH3:37])[CH:23]=1)[CH3:17].C(P(CCCC)CCCC)CCC.N(C(N1CCCCC1)=O)=NC(N1CCCCC1)=O. The catalyst is C1(C)C=CC=CC=1.CCCCCC. The product is [CH2:16]([S:18][CH2:19][CH2:20][O:21][C:22]1[CH:27]=[C:26]([CH3:28])[C:25]([C:29]2[CH:34]=[CH:33][CH:32]=[C:31]([CH2:35][O:1][C:2]3[CH:15]=[CH:14][C:5]4[C@H:6]([CH2:9][C:10]([O:12][CH3:13])=[O:11])[CH2:7][O:8][C:4]=4[CH:3]=3)[CH:30]=2)=[C:24]([CH3:37])[CH:23]=1)[CH3:17]. The yield is 0.600. (6) The yield is 0.890. The product is [CH3:10][O:11][C:12]1[CH:17]=[CH:16][C:15]([C:18]#[C:19][C:2]2[CH:9]=[CH:8][CH:7]=[CH:6][C:3]=2[CH:4]=[O:5])=[CH:14][CH:13]=1. The reactants are Br[C:2]1[CH:9]=[CH:8][CH:7]=[CH:6][C:3]=1[CH:4]=[O:5].[CH3:10][O:11][C:12]1[CH:17]=[CH:16][C:15]([C:18]#[CH:19])=[CH:14][CH:13]=1. The catalyst is C(N(CC)CC)C.[Cu]I. (7) The reactants are [Br-].[F:2][C:3]1[CH:12]=[C:11]2[C:6]([CH:7]=[C:8]([C:14](=O)[CH2:15][N+:16]3[CH:21]=[CH:20][CH:19]=[CH:18][C:17]=3[CH3:22])[C:9](=[O:13])[O:10]2)=[CH:5][CH:4]=1. The catalyst is CC#N.C(N(CC)CC)C. The product is [F:2][C:3]1[CH:12]=[C:11]2[C:6]([CH:7]=[C:8]([C:14]3[CH:22]=[C:17]4[N:16]([CH:15]=3)[CH:21]=[CH:20][CH:19]=[CH:18]4)[C:9](=[O:13])[O:10]2)=[CH:5][CH:4]=1. The yield is 0.830.